The task is: Predict the reactants needed to synthesize the given product.. This data is from Full USPTO retrosynthesis dataset with 1.9M reactions from patents (1976-2016). (1) The reactants are: [C:1]([C:5]1[O:9][N:8]=[C:7]([NH:10][C:11]([CH:13]2[CH2:17][CH2:16][C:15](=[O:18])[N:14]2[C:19]2[CH:24]=[CH:23][C:22]([CH2:25][O:26]C)=[CH:21][CH:20]=2)=[O:12])[CH:6]=1)([CH3:4])([CH3:3])[CH3:2].C(S)C.[Cl-].[Cl-].[Cl-].[Al+3]. Given the product [C:1]([C:5]1[O:9][N:8]=[C:7]([NH:10][C:11]([CH:13]2[CH2:17][CH2:16][C:15](=[O:18])[N:14]2[C:19]2[CH:20]=[CH:21][C:22]([CH2:25][OH:26])=[CH:23][CH:24]=2)=[O:12])[CH:6]=1)([CH3:4])([CH3:2])[CH3:3], predict the reactants needed to synthesize it. (2) Given the product [CH2:1]([N:8]1[CH2:13][CH2:12][CH2:11][C@@H:10]([NH:14][C:15]2[N:16]=[CH:17][C:18](/[CH:19]=[CH:28]/[C:23]([O:25][CH2:26][CH3:27])=[O:24])=[CH:21][CH:22]=2)[CH2:9]1)[C:2]1[CH:7]=[CH:6][CH:5]=[CH:4][CH:3]=1, predict the reactants needed to synthesize it. The reactants are: [CH2:1]([N:8]1[CH2:13][CH2:12][CH2:11][C@@H:10]([NH:14][C:15]2[CH:22]=[CH:21][C:18]([CH:19]=O)=[CH:17][N:16]=2)[CH2:9]1)[C:2]1[CH:7]=[CH:6][CH:5]=[CH:4][CH:3]=1.[C:23]([CH:28]=P(C1C=CC=CC=1)(C1C=CC=CC=1)C1C=CC=CC=1)([O:25][CH2:26][CH3:27])=[O:24]. (3) Given the product [OH:18][C:17]1[CH:19]=[C:20]([OH:21])[CH:22]=[CH:23][C:24]=1[C:1](=[O:27])[CH2:3][O:4][C:5]1[CH:15]=[CH:14][C:8]([C:9]([O:11][CH2:12][CH3:13])=[O:10])=[CH:7][CH:6]=1, predict the reactants needed to synthesize it. The reactants are: [C:1]([CH2:3][O:4][C:5]1[CH:15]=[CH:14][C:8]([C:9]([O:11][CH2:12][CH3:13])=[O:10])=[CH:7][CH:6]=1)#N.Cl.[C:17]1([CH:24]=[CH:23][CH:22]=[C:20]([OH:21])[CH:19]=1)[OH:18].CC[O:27]CC. (4) Given the product [C:21]([O:20][C:18](=[O:17])[NH:6][CH2:5][C:4]1[CH:7]=[CH:8][CH:9]=[C:2]([OH:1])[CH:3]=1)([CH3:24])([CH3:23])[CH3:22], predict the reactants needed to synthesize it. The reactants are: [OH:1][C:2]1[CH:3]=[C:4]([CH:7]=[CH:8][CH:9]=1)[CH2:5][NH2:6].C(N(CC)CC)C.[O:17](C(OC(C)(C)C)=O)[C:18]([O:20][C:21]([CH3:24])([CH3:23])[CH3:22])=O.